This data is from Full USPTO retrosynthesis dataset with 1.9M reactions from patents (1976-2016). The task is: Predict the reactants needed to synthesize the given product. (1) Given the product [Cl:29][C:30]1[CH:31]=[CH:32][C:33]2[CH:37]=[C:36]([C:38]([NH:13][C@@H:12]([C:14]([N:16]3[CH2:17][CH2:18][N:19]([CH:22]4[CH2:27][CH2:26][N:25]([CH3:28])[CH2:24][CH2:23]4)[CH2:20][CH2:21]3)=[O:15])[CH2:11][C:6]3[CH:7]=[CH:8][CH:9]=[CH:10][N:5]=3)=[O:39])[S:35][C:34]=2[CH:41]=1, predict the reactants needed to synthesize it. The reactants are: Cl.Cl.Cl.Cl.[N:5]1[CH:10]=[CH:9][CH:8]=[CH:7][C:6]=1[CH2:11][C@H:12]([C:14]([N:16]1[CH2:21][CH2:20][N:19]([CH:22]2[CH2:27][CH2:26][N:25]([CH3:28])[CH2:24][CH2:23]2)[CH2:18][CH2:17]1)=[O:15])[NH2:13].[Cl:29][C:30]1[CH:31]=[CH:32][C:33]2[CH:37]=[C:36]([C:38](O)=[O:39])[S:35][C:34]=2[CH:41]=1. (2) Given the product [CH2:7]([O:14][C:15]1[CH:31]=[CH:30][CH:29]=[CH:28][C:16]=1[CH2:17][C:18]1[CH:19]=[CH:20][C:21]([CH2:22][OH:23])=[CH:26][CH:27]=1)[C:8]1[CH:9]=[CH:10][CH:11]=[CH:12][CH:13]=1, predict the reactants needed to synthesize it. The reactants are: [H-].[Al+3].[Li+].[H-].[H-].[H-].[CH2:7]([O:14][C:15]1[CH:31]=[CH:30][CH:29]=[CH:28][C:16]=1[CH2:17][C:18]1[CH:27]=[CH:26][C:21]([C:22](OC)=[O:23])=[CH:20][CH:19]=1)[C:8]1[CH:13]=[CH:12][CH:11]=[CH:10][CH:9]=1.C(OCC)(=O)C.Cl. (3) Given the product [F:30][C:25]1[CH:26]=[CH:27][CH:28]=[CH:29][C:24]=1[C@@:13]1([NH:12][C:10]([NH:9][C:1](=[O:8])[C:2]2[CH:7]=[CH:6][CH:5]=[CH:4][CH:3]=2)=[S:11])[C@H:14]([CH2:22][OH:23])[C@@H:15]([C:18]([F:19])([F:20])[F:21])[O:16][CH2:17]1, predict the reactants needed to synthesize it. The reactants are: [C:1]([N:9]=[C:10]=[S:11])(=[O:8])[C:2]1[CH:7]=[CH:6][CH:5]=[CH:4][CH:3]=1.[NH2:12][C@@:13]1([C:24]2[CH:29]=[CH:28][CH:27]=[CH:26][C:25]=2[F:30])[CH2:17][O:16][C@H:15]([C:18]([F:21])([F:20])[F:19])[C@H:14]1[CH2:22][OH:23].C(=O)(O)[O-].[Na+]. (4) Given the product [F:24][C:25]1[C:33]([O:34][C:2]2[C:11]3[C:6](=[CH:7][C:8]([O:14][CH2:15][CH2:16][CH2:17][N:18]4[CH2:23][CH2:22][CH2:21][CH2:20][CH2:19]4)=[C:9]([O:12][CH3:13])[CH:10]=3)[N:5]=[CH:4][N:3]=2)=[CH:32][CH:31]=[C:30]2[C:26]=1[CH:27]=[C:28]([CH3:35])[NH:29]2, predict the reactants needed to synthesize it. The reactants are: Cl[C:2]1[C:11]2[C:6](=[CH:7][C:8]([O:14][CH2:15][CH2:16][CH2:17][N:18]3[CH2:23][CH2:22][CH2:21][CH2:20][CH2:19]3)=[C:9]([O:12][CH3:13])[CH:10]=2)[N:5]=[CH:4][N:3]=1.[F:24][C:25]1[C:33]([OH:34])=[CH:32][CH:31]=[C:30]2[C:26]=1[CH:27]=[C:28]([CH3:35])[NH:29]2. (5) Given the product [OH:1][C:2]1[CH:12]=[CH:11][CH:10]=[C:4]2[C:3]=1[C:8](=[O:9])[N:18]([CH2:17][C:16]1[CH:19]=[CH:20][C:21]([O:23][CH3:24])=[CH:22][C:15]=1[O:14][CH3:13])[C:5]2=[O:7], predict the reactants needed to synthesize it. The reactants are: [OH:1][C:2]1[CH:12]=[CH:11][CH:10]=[C:4]2[C:5]([O:7][C:8](=[O:9])[C:3]=12)=O.[CH3:13][O:14][C:15]1[CH:22]=[C:21]([O:23][CH3:24])[CH:20]=[CH:19][C:16]=1[CH2:17][NH2:18].C(O)(=O)C. (6) Given the product [N:11]1([C:14]2[C:19]3[CH2:20][CH2:21][O:22][C:23]4[CH:28]=[CH:27][CH:26]=[CH:25][C:24]=4[C:18]=3[N:17]=[C:16]([NH2:29])[N:15]=2)[CH2:12][CH2:13][NH:8][CH2:9][CH2:10]1, predict the reactants needed to synthesize it. The reactants are: C(OC([N:8]1[CH2:13][CH2:12][N:11]([C:14]2[C:19]3[CH2:20][CH2:21][O:22][C:23]4[CH:28]=[CH:27][CH:26]=[CH:25][C:24]=4[C:18]=3[N:17]=[C:16]([NH2:29])[N:15]=2)[CH2:10][CH2:9]1)=O)(C)(C)C.C(O)(C(F)(F)F)=O.